Task: Predict which catalyst facilitates the given reaction.. Dataset: Catalyst prediction with 721,799 reactions and 888 catalyst types from USPTO (1) Reactant: N1C=CC=CC=1.[Cl:7][C:8]1[CH:13]=[CH:12][NH:11][C:10](=[O:14])[CH:9]=1.[OH:15][C:16]([CH3:31])([CH3:30])[CH2:17][O:18][C:19]1[CH:24]=[CH:23][C:22](B(O)O)=[CH:21][C:20]=1[O:28][CH3:29]. Product: [Cl:7][C:8]1[CH:13]=[CH:12][N:11]([C:22]2[CH:23]=[CH:24][C:19]([O:18][CH2:17][C:16]([OH:15])([CH3:31])[CH3:30])=[C:20]([O:28][CH3:29])[CH:21]=2)[C:10](=[O:14])[CH:9]=1. The catalyst class is: 61. (2) Reactant: [C:1]([C:4]1[CH:8]=[C:7]([C:9]([OH:11])=O)[NH:6][N:5]=1)(=[O:3])[CH3:2].CCN(C(C)C)C(C)C.C1C=CC2N(O)N=NC=2C=1.CCN=C=NCCCN(C)C.Cl.[NH2:43][CH2:44][CH2:45][N:46]1[CH:50]=[CH:49][C:48]([C:51]2[CH:58]=[CH:57][C:54]([C:55]#[N:56])=[C:53]([Cl:59])[CH:52]=2)=[N:47]1. Product: [C:1]([C:4]1[CH:8]=[C:7]([C:9]([NH:43][CH2:44][CH2:45][N:46]2[CH:50]=[CH:49][C:48]([C:51]3[CH:58]=[CH:57][C:54]([C:55]#[N:56])=[C:53]([Cl:59])[CH:52]=3)=[N:47]2)=[O:11])[NH:6][N:5]=1)(=[O:3])[CH3:2]. The catalyst class is: 2. (3) Reactant: [CH:1]1([C:4]2[N:8]([C:9](=[O:11])[CH3:10])[N:7]=[C:6]([NH:12][C:13]3[C:18](I)=[CH:17][N:16]=[C:15]([C:20]4[CH:25]=[CH:24][CH:23]=[CH:22][CH:21]=4)[N:14]=3)[CH:5]=2)[CH2:3][CH2:2]1.[C:26]([O:30][CH3:31])(=[O:29])[CH:27]=[CH2:28].N(C)(C1CCCCC1)C1CCCCC1.P(C(C)(C)C)(C(C)(C)C)C(C)(C)C. Product: [C:9]([N:8]1[C:4]([CH:1]2[CH2:3][CH2:2]2)=[CH:5][C:6]([NH:12][C:13]2[C:18](/[CH:28]=[CH:27]/[C:26]([O:30][CH3:31])=[O:29])=[CH:17][N:16]=[C:15]([C:20]3[CH:25]=[CH:24][CH:23]=[CH:22][CH:21]=3)[N:14]=2)=[N:7]1)(=[O:11])[CH3:10]. The catalyst class is: 62.